Dataset: Drug-target binding data from BindingDB using Ki measurements. Task: Regression. Given a target protein amino acid sequence and a drug SMILES string, predict the binding affinity score between them. We predict pKi (pKi = -log10(Ki in M); higher means stronger inhibition). Dataset: bindingdb_ki. (1) The small molecule is CN1C[C@H](Cn2ccnc2-c2ccccc2)C[C@@H]2c3cccc4[nH]c(Br)c(c34)C[C@H]21. The target protein (O77830) has sequence AIAAVITFLILFTIFGNALVILAVLTSRSLRAPQNLFLVSLAAADILVATLIIPFSLANELLGYWYFRRTWCEVYLALDVLFCTSSIVHLCAISLDRYWAVSRALEYNCKRTPRRIKCIILTVWLIAAAISLPPLIYKGDQGPQPHGAPQCKLNQEAWYILSSSLGSFFVPCLIMILVYLRIYLIAKRSHRRGPRAKGGPGEGESRQACPVPGGPSASAKLPTLATPVASASEANGPSKPAGEKEEGETPEDPGTQALPPGWATLPNSGQGQKEGVSGASLEEEAEEEEEEEEEEDEPQAVPVSPASVGSPPLQQPQGSRVLATLRGQVLVGRGVGAMSGQWWRRRAQLSREKRFTFVLAVVIGVFVLCWFPFFFSYSLSAICPQQCRVPHGLF. The pKi is 7.0. (2) The small molecule is CCCCOC(=O)NS(=O)(=O)c1sc(CC(C)C)cc1-c1ccc(Cn2ncnn2)cc1. The target protein sequence is MAFPPEKYAQWSAGIALMKNILGFIIPLVFIATCYFGIRKHLLKTNSYGKNRITRDQVLNMAAAVVLAFIICWLPFHVLTFLDALAWMGIINSCEVIAVIDLALPFAILLGFTNSCINPFLYCFVGNRFQQKLRSVF. The pKi is 7.8. (3) The drug is CC(=N)NCCC[C@H](NC(=O)C12CC3CC(CC(C3)C1)C2)C(=O)N[C@@H](Cc1ccccc1)C(N)=O. The target protein (Q9Y5X5) has sequence MNSFFGTPAASWCLLESDVSSAPDKEAGRERRALSVQQRGGPAWSGSLEWSRQSAGDRRRLGLSRQTAKSSWSRSRDRTCCCRRAWWILVPAADRARRERFIMNEKWDTNSSENWHPIWNVNDTKHHLYSDINITYVNYYLHQPQVAAIFIISYFLIFFLCMMGNTVVCFIVMRNKHMHTVTNLFILNLAISDLLVGIFCMPITLLDNIIAGWPFGNTMCKISGLVQGISVAASVFTLVAIAVDRFQCVVYPFKPKLTIKTAFVIIMIIWVLAITIMSPSAVMLHVQEEKYYRVRLNSQNKTSPVYWCREDWPNQEMRKIYTTVLFANIYLAPLSLIVIMYGRIGISLFRAAVPHTGRKNQEQWHVVSRKKQKIIKMLLIVALLFILSWLPLWTLMMLSDYADLSPNELQIINIYIYPFAHWLAFGNSSVNPIIYGFFNENFRRGFQEAFQLQLCQKRAKPMEAYALKAKSHVLINTSNQLVQESTFQNPHGETLLYRKS.... The pKi is 7.1.